This data is from Reaction yield outcomes from USPTO patents with 853,638 reactions. The task is: Predict the reaction yield, written as a fraction of the theoretical maximum amount of product (1.0 means a 100% yield; for example, 0.34 means a 34% yield). (1) The reactants are NN.[C:3]([O:7][C:8]([NH:10][C:11]1[C:15]([C:16]2[CH:21]=[CH:20][C:19]([CH2:22][CH3:23])=[CH:18][CH:17]=2)=[CH:14][N:13]([CH2:24][CH2:25][CH2:26][N:27]2C(=O)C3C=CC=CC=3C2=O)[CH:12]=1)=[O:9])([CH3:6])([CH3:5])[CH3:4]. The catalyst is CCO. The product is [NH2:27][CH2:26][CH2:25][CH2:24][N:13]1[CH:14]=[C:15]([C:16]2[CH:21]=[CH:20][C:19]([CH2:22][CH3:23])=[CH:18][CH:17]=2)[C:11]([NH:10][C:8]([O:7][C:3]([CH3:4])([CH3:6])[CH3:5])=[O:9])=[CH:12]1. The yield is 1.00. (2) The product is [CH2:1]([C:3]1[CH:4]=[C:5]2[C:9](=[CH:10][CH:11]=1)[NH:8][CH2:7][CH2:6]2)[CH3:2]. The yield is 0.320. The reactants are [CH2:1]([C:3]1[CH:4]=[C:5]2[C:9](=[CH:10][CH:11]=1)[N:8](S(C1C=CC=CC=1)(=O)=O)[CH2:7][CH2:6]2)[CH3:2].[OH-].[Na+]. The catalyst is Br. (3) The reactants are Br[C:2]1[C:14]2[CH:13]=[CH:12][CH:11]=[CH:10][C:9]=2[C:8]2[O:7][C:6]3[CH:15]=[CH:16][CH:17]=[CH:18][C:5]=3[C:4]=2[CH:3]=1.[Li]CCCC.[B:24](OC)([O:27]C)[O:25]C. The catalyst is O1CCCC1. The product is [CH:10]1[C:9]2[C:8]3[O:7][C:6]4[CH:15]=[CH:16][CH:17]=[CH:18][C:5]=4[C:4]=3[CH:3]=[C:2]([B:24]([OH:27])[OH:25])[C:14]=2[CH:13]=[CH:12][CH:11]=1. The yield is 0.650. (4) The reactants are [O:1]1[C:5]([C:6]2[CH:11]=[CH:10][C:9]([S:12](Cl)(=[O:14])=[O:13])=[CH:8][CH:7]=2)=[CH:4][N:3]=[CH:2]1.[NH2:16][C:17]1[CH:18]=[C:19]([C:23]2[NH:27][N:26]=[N:25][N:24]=2)[CH:20]=[CH:21][CH:22]=1. No catalyst specified. The product is [O:1]1[C:5]([C:6]2[CH:11]=[CH:10][C:9]([S:12]([NH:16][C:17]3[CH:22]=[CH:21][CH:20]=[C:19]([C:23]4[NH:27][N:26]=[N:25][N:24]=4)[CH:18]=3)(=[O:14])=[O:13])=[CH:8][CH:7]=2)=[CH:4][N:3]=[CH:2]1. The yield is 0.230.